This data is from Catalyst prediction with 721,799 reactions and 888 catalyst types from USPTO. The task is: Predict which catalyst facilitates the given reaction. (1) Reactant: [Cl:1][C:2]1[S:3][C:4]2[CH2:10][CH2:9][CH2:8][C:7](=O)[C:5]=2[CH:6]=1.C([SiH](CC)CC)C.O. Product: [Cl:1][C:2]1[S:3][C:4]2[CH2:10][CH2:9][CH2:8][CH2:7][C:5]=2[CH:6]=1. The catalyst class is: 4. (2) Reactant: [CH3:1][C:2]1[N:7]([C:8]2[CH:13]=[CH:12][CH:11]=[C:10]([C:14]([F:17])([F:16])[F:15])[CH:9]=2)[C:6](=[O:18])[C:5]([C:19]([NH:21][CH2:22][C:23]2[CH:28]=[CH:27][C:26]([S:29](C)=O)=[CH:25][CH:24]=2)=[O:20])=[CH:4][CH:3]=1.N1C(C)=CC=CC=1C.FC(F)(F)C(OC(=O)C(F)(F)F)=O. Product: [SH:29][C:26]1[CH:27]=[CH:28][C:23]([CH2:22][NH:21][C:19]([C:5]2[C:6](=[O:18])[N:7]([C:8]3[CH:13]=[CH:12][CH:11]=[C:10]([C:14]([F:15])([F:16])[F:17])[CH:9]=3)[C:2]([CH3:1])=[CH:3][CH:4]=2)=[O:20])=[CH:24][CH:25]=1. The catalyst class is: 10. (3) Reactant: [CH3:1][NH2:2].CO.C([O:7][C:8](=O)[CH2:9][C:10](=[O:16])[C:11]1[S:12][CH:13]=[CH:14][CH:15]=1)C. Product: [CH3:1][NH:2][C:8](=[O:7])[CH2:9][C:10](=[O:16])[C:11]1[S:12][CH:13]=[CH:14][CH:15]=1. The catalyst class is: 5. (4) The catalyst class is: 14. Reactant: [NH2:1][C:2]1[CH:7]=[CH:6][N:5]([CH:8]2[O:12][CH:11]([CH2:13][OH:14])[CH:10]([O:15][C:16](=[O:29])[CH:17]([NH:21]C(OC(C)(C)C)=O)[CH:18]([CH3:20])[CH3:19])[C:9]2([OH:31])[CH3:30])[C:4](=[O:32])[N:3]=1.[ClH:33]. Product: [ClH:33].[ClH:33].[NH2:1][C:2]1[CH:7]=[CH:6][N:5]([CH:8]2[O:12][CH:11]([CH2:13][OH:14])[CH:10]([O:15][C:16](=[O:29])[CH:17]([NH2:21])[CH:18]([CH3:20])[CH3:19])[C:9]2([OH:31])[CH3:30])[C:4](=[O:32])[N:3]=1. (5) Reactant: Cl[C:2]1[C:7]([C:8]([O:10][CH2:11][CH3:12])=[O:9])=[CH:6][N:5]=[C:4]([Cl:13])[CH:3]=1.[NH2:14][C@H:15]1[CH2:20][CH2:19][CH2:18][CH:17]([OH:21])[CH2:16]1.C(O)(C(F)(F)F)=O. Product: [Cl:13][C:4]1[CH:3]=[C:2]([NH:14][CH:15]2[CH2:20][CH2:19][CH2:18][CH:17]([OH:21])[CH2:16]2)[C:7]([C:8]([O:10][CH2:11][CH3:12])=[O:9])=[CH:6][N:5]=1. The catalyst class is: 72. (6) Reactant: C(N(CC)CC)C.[CH:8]1([N:11]2[C:19]3[C:14](=[C:15]([O:23][CH3:24])[CH:16]=[C:17]([C:20]([OH:22])=O)[CH:18]=3)[CH:13]=[CH:12]2)[CH2:10][CH2:9]1.Cl.[O:26]=[C:27]1[C:41]2[C:36](=[CH:37][CH:38]=[C:39]([C:42]3[CH:43]=[N:44][CH:45]=[C:46]([CH:50]=3)[C:47]([OH:49])=[O:48])[CH:40]=2)[O:35][C:29]2([CH2:34][CH2:33][NH:32][CH2:31][CH2:30]2)[CH2:28]1.Cl. Product: [CH:8]1([N:11]2[C:19]3[C:14](=[C:15]([O:23][CH3:24])[CH:16]=[C:17]([C:20]([N:32]4[CH2:33][CH2:34][C:29]5([CH2:28][C:27](=[O:26])[C:41]6[C:36](=[CH:37][CH:38]=[C:39]([C:42]7[CH:43]=[N:44][CH:45]=[C:46]([CH:50]=7)[C:47]([OH:49])=[O:48])[CH:40]=6)[O:35]5)[CH2:30][CH2:31]4)=[O:22])[CH:18]=3)[CH:13]=[CH:12]2)[CH2:9][CH2:10]1. The catalyst class is: 18. (7) Reactant: [F:1][C:2]1[CH:7]=[CH:6][C:5]([C:8]2[O:9][C:10]3[CH:20]=[C:19]([C:21]([O:23]C)=[O:22])[C:18]([O:25][CH:26]([CH3:28])[CH3:27])=[CH:17][C:11]=3[C:12]=2[C:13](=[O:16])[NH:14][CH3:15])=[CH:4][CH:3]=1.[OH-].[Na+]. Product: [F:1][C:2]1[CH:3]=[CH:4][C:5]([C:8]2[O:9][C:10]3[CH:20]=[C:19]([C:21]([OH:23])=[O:22])[C:18]([O:25][CH:26]([CH3:28])[CH3:27])=[CH:17][C:11]=3[C:12]=2[C:13](=[O:16])[NH:14][CH3:15])=[CH:6][CH:7]=1. The catalyst class is: 36. (8) Reactant: C[O:2][C:3](=[O:40])[C@@H:4]([NH:14][C:15]([C:17]1[S:18][C:19]([C:26](=[O:39])[NH:27][CH2:28][C:29]2[CH:37]=[CH:36][CH:35]=[C:34]3[C:30]=2[CH2:31][C:32](=[O:38])[NH:33]3)=[CH:20][C:21]=1[C:22]([F:25])([F:24])[F:23])=[O:16])[CH2:5][NH:6][C:7]([C:9]1[S:10][CH:11]=[CH:12][CH:13]=1)=[O:8].O.[OH-].[Li+].Cl. Product: [O:38]=[C:32]1[CH2:31][C:30]2[C:34](=[CH:35][CH:36]=[CH:37][C:29]=2[CH2:28][NH:27][C:26]([C:19]2[S:18][C:17]([C:15]([NH:14][C@@H:4]([CH2:5][NH:6][C:7]([C:9]3[S:10][CH:11]=[CH:12][CH:13]=3)=[O:8])[C:3]([OH:40])=[O:2])=[O:16])=[C:21]([C:22]([F:25])([F:24])[F:23])[CH:20]=2)=[O:39])[NH:33]1. The catalyst class is: 20. (9) Reactant: [NH2:1][C:2]1[C:3]([OH:13])=[C:4]([CH:7]=[CH:8][C:9]=1[N+:10]([O-:12])=[O:11])[C:5]#[N:6].[C:14]([O-])([O-])=O.[K+].[K+].IC. Product: [NH2:1][C:2]1[C:3]([O:13][CH3:14])=[C:4]([CH:7]=[CH:8][C:9]=1[N+:10]([O-:12])=[O:11])[C:5]#[N:6]. The catalyst class is: 3.